From a dataset of Full USPTO retrosynthesis dataset with 1.9M reactions from patents (1976-2016). Predict the reactants needed to synthesize the given product. (1) The reactants are: [CH2:1](Br)[CH:2]([CH3:4])[CH3:3].C(=O)([O-])[O-].[K+].[K+].[Cl:12][C:13]1[N:21]=[C:20]2[C:16]([N:17]=[CH:18][NH:19]2)=[C:15]([N:22]2[CH2:27][CH2:26][O:25][CH2:24][CH2:23]2)[N:14]=1. Given the product [Cl:12][C:13]1[N:21]=[C:20]2[C:16]([N:17]=[CH:18][N:19]2[CH2:1][CH:2]([CH3:4])[CH3:3])=[C:15]([N:22]2[CH2:23][CH2:24][O:25][CH2:26][CH2:27]2)[N:14]=1, predict the reactants needed to synthesize it. (2) Given the product [OH:39][C@H:29]([CH2:30][O:31][C:32]1[CH:37]=[CH:36][C:35]([OH:38])=[CH:34][CH:33]=1)[CH2:28][NH:27][CH:17]1[CH2:18][CH2:19][N:14]([C:11]2[CH:12]=[CH:13][C:8]([CH:7]=[C:6]3[S:5][C:4]([N:21]4[CH2:22][CH2:23][CH2:24][CH2:25][CH2:26]4)=[N:3][C:2]3=[O:1])=[CH:9][CH:10]=2)[CH2:15][CH2:16]1, predict the reactants needed to synthesize it. The reactants are: [O:1]=[C:2]1[C:6](=[CH:7][C:8]2[CH:13]=[CH:12][C:11]([N:14]3[CH2:19][CH2:18][C:17](=O)[CH2:16][CH2:15]3)=[CH:10][CH:9]=2)[S:5][C:4]([N:21]2[CH2:26][CH2:25][CH2:24][CH2:23][CH2:22]2)=[N:3]1.[NH2:27][CH2:28][C@H:29]([OH:39])[CH2:30][O:31][C:32]1[CH:37]=[CH:36][C:35]([OH:38])=[CH:34][CH:33]=1. (3) The reactants are: [OH:1][C@@H:2]([CH2:24][NH:25][CH3:26])[CH2:3][NH:4][C:5]([C@@H:7]([NH:12][C:13]([C:15]1[S:16][C:17]2[CH:23]=[CH:22][CH:21]=[CH:20][C:18]=2[CH:19]=1)=[O:14])[CH2:8][CH:9]([CH3:11])[CH3:10])=[O:6].[C:27]([C:29]1[CH:34]=[CH:33][CH:32]=[CH:31][C:30]=1[S:35](Cl)(=[O:37])=[O:36])#[N:28]. Given the product [C:27]([C:29]1[CH:34]=[CH:33][CH:32]=[CH:31][C:30]=1[S:35]([N:25]([CH3:26])[CH2:24][C@H:2]([OH:1])[CH2:3][NH:4][C:5]([C@@H:7]([NH:12][C:13]([C:15]1[S:16][C:17]2[CH:23]=[CH:22][CH:21]=[CH:20][C:18]=2[CH:19]=1)=[O:14])[CH2:8][CH:9]([CH3:11])[CH3:10])=[O:6])(=[O:37])=[O:36])#[N:28], predict the reactants needed to synthesize it.